This data is from Reaction yield outcomes from USPTO patents with 853,638 reactions. The task is: Predict the reaction yield, written as a fraction of the theoretical maximum amount of product (1.0 means a 100% yield; for example, 0.34 means a 34% yield). (1) The reactants are I[C:2]1[C:10]2[C:5](=[N:6][CH:7]=[C:8]([C:11]3[CH:16]=[CH:15][C:14]([N:17]4[CH2:22][CH2:21][N:20]([C:23]([O:25][C:26]([CH3:29])([CH3:28])[CH3:27])=[O:24])[CH2:19][CH2:18]4)=[C:13]([N+:30]([O-:32])=[O:31])[CH:12]=3)[CH:9]=2)[N:4]([S:33]([C:36]2[CH:42]=[CH:41][C:39]([CH3:40])=[CH:38][CH:37]=2)(=[O:35])=[O:34])[CH:3]=1.[F:43][C:44]1[CH:45]=[C:46]([CH:62]=[CH:63][CH:64]=1)[CH2:47][N:48]1[CH:52]=[C:51](B2OC(C)(C)C(C)(C)O2)[CH:50]=[N:49]1.C(=O)([O-])[O-].[Na+].[Na+]. The catalyst is C1(C)C=CC=CC=1.C(O)C.O.C1C=CC(P(C2C=CC=CC=2)[C-]2C=CC=C2)=CC=1.C1C=CC(P(C2C=CC=CC=2)[C-]2C=CC=C2)=CC=1.Cl[Pd]Cl.[Fe+2]. The product is [F:43][C:44]1[CH:45]=[C:46]([CH:62]=[CH:63][CH:64]=1)[CH2:47][N:48]1[CH:52]=[C:51]([C:2]2[C:10]3[C:5](=[N:6][CH:7]=[C:8]([C:11]4[CH:16]=[CH:15][C:14]([N:17]5[CH2:22][CH2:21][N:20]([C:23]([O:25][C:26]([CH3:29])([CH3:28])[CH3:27])=[O:24])[CH2:19][CH2:18]5)=[C:13]([N+:30]([O-:32])=[O:31])[CH:12]=4)[CH:9]=3)[N:4]([S:33]([C:36]3[CH:42]=[CH:41][C:39]([CH3:40])=[CH:38][CH:37]=3)(=[O:35])=[O:34])[CH:3]=2)[CH:50]=[N:49]1. The yield is 0.330. (2) The reactants are [C:1]([N:8]1[CH2:13][CH:12]=[C:11](B2OC(C)(C)C(C)(C)O2)[CH2:10][CH2:9]1)([O:3][C:4]([CH3:7])([CH3:6])[CH3:5])=[O:2].Br[C:24]1[CH:33]=[CH:32][C:27]([C:28]([O:30][CH3:31])=[O:29])=[CH:26][CH:25]=1.C1(P(C2CCCCC2)C2C=CC=CC=2C2C(OC)=CC=CC=2OC)CCCCC1.P([O-])([O-])([O-])=O.[K+].[K+].[K+].C(=O)(O)[O-].[Na+]. The catalyst is C([O-])(=O)C.[Pd+2].C([O-])(=O)C.C(OCC)(=O)C.O.C(O)C.C1(C)C=CC=CC=1. The product is [CH3:31][O:30][C:28]([C:27]1[CH:32]=[CH:33][C:24]([C:11]2[CH2:10][CH2:9][N:8]([C:1]([O:3][C:4]([CH3:5])([CH3:6])[CH3:7])=[O:2])[CH2:13][CH:12]=2)=[CH:25][CH:26]=1)=[O:29]. The yield is 0.960. (3) The catalyst is CN(C=O)C. The reactants are [H-].[Na+].[CH3:3][O:4][C:5]1[CH:19]=[CH:18][CH:17]=[CH:16][C:6]=1[CH2:7][CH:8]1[CH2:13][CH2:12][CH:11]([CH2:14][OH:15])[CH2:10][CH2:9]1.[F:20][C:21]1[CH:28]=[CH:27][CH:26]=[C:25](F)[C:22]=1[C:23]#[N:24].O. The product is [F:20][C:21]1[CH:28]=[CH:27][CH:26]=[C:25]([O:15][CH2:14][CH:11]2[CH2:10][CH2:9][CH:8]([CH2:7][C:6]3[CH:16]=[CH:17][CH:18]=[CH:19][C:5]=3[O:4][CH3:3])[CH2:13][CH2:12]2)[C:22]=1[C:23]#[N:24]. The yield is 0.280. (4) The reactants are C1(P(C2C=CC=CC=2)C2C=CC=CC=2)C=CC=CC=1.[NH:20]1[CH:24]=[C:23](/[CH:25]=[CH:26]/[C:27]([O:29][CH3:30])=[O:28])[CH:22]=[N:21]1.[CH3:31][N:32]1[CH2:37][CH2:36][CH:35]([CH2:38]O)[CH2:34][CH2:33]1.N(C(OC(C)(C)C)=O)=NC(OC(C)(C)C)=O. The catalyst is O1CCCC1. The product is [CH3:31][N:32]1[CH2:37][CH2:36][CH:35]([CH2:38][N:20]2[CH:24]=[C:23](/[CH:25]=[CH:26]/[C:27]([O:29][CH3:30])=[O:28])[CH:22]=[N:21]2)[CH2:34][CH2:33]1. The yield is 0.840. (5) The reactants are Cl.[F:2][C:3]1([F:38])[O:7][C:6]2[CH:8]=[CH:9][C:10]([C:12]3[C:17]([F:18])=[CH:16][N:15]([CH2:19][CH2:20][C@@:21]([CH3:36])([S:32]([CH3:35])(=[O:34])=[O:33])[C:22]([NH:24][O:25]C4CCCCO4)=[O:23])[C:14](=[O:37])[CH:13]=3)=[CH:11][C:5]=2[O:4]1. The catalyst is C(O)C.O. The product is [F:38][C:3]1([F:2])[O:7][C:6]2[CH:8]=[CH:9][C:10]([C:12]3[C:17]([F:18])=[CH:16][N:15]([CH2:19][CH2:20][C@@:21]([CH3:36])([S:32]([CH3:35])(=[O:34])=[O:33])[C:22]([NH:24][OH:25])=[O:23])[C:14](=[O:37])[CH:13]=3)=[CH:11][C:5]=2[O:4]1. The yield is 0.653. (6) The reactants are [Br:1][C:2]1[CH:3]=[C:4]2[C:9](=[CH:10][CH:11]=1)[CH:8]=[C:7]([C:12]([OH:14])=O)[CH:6]=[CH:5]2.C(Cl)(=O)C([Cl:18])=O. The catalyst is ClCCl.CN(C=O)C. The product is [Br:1][C:2]1[CH:3]=[C:4]2[C:9](=[CH:10][CH:11]=1)[CH:8]=[C:7]([C:12]([Cl:18])=[O:14])[CH:6]=[CH:5]2. The yield is 1.00. (7) The reactants are [F:1][C:2]1[C:11]2[C:6](=[CH:7][CH:8]=[CH:9][CH:10]=2)[C:5]([CH2:12][NH:13][CH3:14])=[CH:4][CH:3]=1.CNCC1C=CC2C(=CC=CC=2)C=1CCC.[ClH:31].[N:32]1([CH2:38][CH2:39][N:40]2[CH2:45][C:44]3[CH:46]=[C:47](/[CH:50]=[CH:51]/[C:52]([OH:54])=O)[CH:48]=[N:49][C:43]=3[NH:42][C:41]2=[O:55])[CH2:37][CH2:36][O:35][CH2:34][CH2:33]1. No catalyst specified. The product is [ClH:31].[F:1][C:2]1[C:11]2[C:6](=[CH:7][CH:8]=[CH:9][CH:10]=2)[C:5]([CH2:12][N:13]([CH3:14])[C:52](=[O:54])/[CH:51]=[CH:50]/[C:47]2[CH:48]=[N:49][C:43]3[NH:42][C:41](=[O:55])[N:40]([CH2:39][CH2:38][N:32]4[CH2:37][CH2:36][O:35][CH2:34][CH2:33]4)[CH2:45][C:44]=3[CH:46]=2)=[CH:4][CH:3]=1. The yield is 0.430. (8) The reactants are [CH:1]1[CH:10]=[N:9][C:8]2[C:3](=[C:4]([N+:12]([O-:14])=[O:13])[CH:5]=[CH:6][C:7]=2[OH:11])[CH:2]=1.[ClH:15]. The catalyst is CO. The product is [CH:1]1[CH:10]=[N:9][C:8]2[C:3](=[C:4]([N+:12]([O-:14])=[O:13])[CH:5]=[CH:6][C:7]=2[OH:11])[CH:2]=1.[ClH:15]. The yield is 0.550. (9) The reactants are N[C:2]1[C:7]([O:8][C:9]2[CH:14]=[C:13]([F:15])[C:12]([CH2:16][CH3:17])=[CH:11][C:10]=2[OH:18])=[CH:6][CH:5]=[CH:4][N:3]=1.[F:19][B-](F)(F)F.[H+].N([O-])=O.[Na+]. The catalyst is C(O)(=O)C. The product is [CH2:16]([C:12]1[C:13]([F:15])=[CH:14][C:9]([O:8][C:7]2[C:2]([F:19])=[N:3][CH:4]=[CH:5][CH:6]=2)=[C:10]([OH:18])[CH:11]=1)[CH3:17]. The yield is 0.176. (10) The reactants are Cl[C:2]1[N:9]=[CH:8][C:7]([C:10]2[CH:15]=[CH:14][CH:13]=[CH:12][CH:11]=2)=[CH:6][C:3]=1[C:4]#[N:5].O.[NH2:17][NH2:18]. The catalyst is C(O)C.O. The product is [C:10]1([C:7]2[CH:6]=[C:3]3[C:4]([NH2:5])=[N:18][NH:17][C:2]3=[N:9][CH:8]=2)[CH:11]=[CH:12][CH:13]=[CH:14][CH:15]=1. The yield is 0.890.